This data is from Catalyst prediction with 721,799 reactions and 888 catalyst types from USPTO. The task is: Predict which catalyst facilitates the given reaction. (1) Product: [CH:29]1([S:28][C:25]2[CH:24]=[CH:23][C:22]([C@@H:18]([O:17][C:13]3[CH:12]=[C:11]4[C:16](=[CH:15][CH:14]=3)[N:8]([C:5]3[CH:4]=[CH:3][C:2]([F:1])=[CH:7][CH:6]=3)[N:9]=[CH:10]4)[C@@H:19]([NH:21][C:42](=[O:43])[C:41]([F:48])([F:47])[F:40])[CH3:20])=[CH:27][CH:26]=2)[CH2:31][CH2:30]1. The catalyst class is: 5. Reactant: [F:1][C:2]1[CH:7]=[CH:6][C:5]([N:8]2[C:16]3[C:11](=[CH:12][C:13]([O:17][C@H:18]([C:22]4[CH:27]=[CH:26][C:25]([S:28][CH:29]5[CH2:31][CH2:30]5)=[CH:24][CH:23]=4)[C@@H:19]([NH2:21])[CH3:20])=[CH:14][CH:15]=3)[CH:10]=[N:9]2)=[CH:4][CH:3]=1.CN(C)C(N(C)C)=N.[F:40][C:41]([F:48])([F:47])[C:42](OCC)=[O:43]. (2) Reactant: [N+:18]([C:14]1[CH:13]=[C:12]([S:11][S:11][C:12]2[CH:17]=[CH:16][CH:15]=[C:14]([N+:18]([O-:20])=[O:19])[CH:13]=2)[CH:17]=[CH:16][CH:15]=1)([O-:20])=[O:19].C(=O)([O-])[O-].[K+].[K+].[Cl:27][C:28]1[C:29]([C:37]([NH2:39])=[O:38])=[N:30][C:31]([CH2:35][CH3:36])=[C:32](Cl)[N:33]=1.S([O-])[O-].[Na+].C=O.[Na+]. Product: [Cl:27][C:28]1[C:29]([C:37]([NH2:39])=[O:38])=[N:30][C:31]([CH2:35][CH3:36])=[C:32]([S:11][C:12]2[CH:17]=[CH:16][CH:15]=[C:14]([N+:18]([O-:20])=[O:19])[CH:13]=2)[N:33]=1. The catalyst class is: 145. (3) Reactant: C([O:5][N:6]=[C:7]1[C:16]2[C:11](=[CH:12][C:13]([Br:17])=[CH:14][CH:15]=2)[O:10][C:9]([C:18]2[N:19]=[CH:20][C:21]3[C:26]([CH:27]=2)=[CH:25][CH:24]=[CH:23][CH:22]=3)=[CH:8]1)(C)(C)C. Product: [Br:17][C:13]1[CH:12]=[C:11]2[C:16]([C:7](=[N:6][OH:5])[CH:8]=[C:9]([C:18]3[N:19]=[CH:20][C:21]4[C:26]([CH:27]=3)=[CH:25][CH:24]=[CH:23][CH:22]=4)[O:10]2)=[CH:15][CH:14]=1. The catalyst class is: 528. (4) Reactant: [N+:1]([C:4]1[CH:5]=[C:6]([CH2:10][S:11]([NH:14][CH2:15][B:16]([OH:18])[OH:17])(=[O:13])=[O:12])[CH:7]=[CH:8][CH:9]=1)([O-])=O.[OH:19][C:20]([C:23]([OH:26])([CH3:25])[CH3:24])([CH3:22])[CH3:21].[ClH:27]. Product: [ClH:27].[NH2:1][C:4]1[CH:5]=[C:6]([CH2:10][S:11]([NH:14][CH2:15][B:16]([OH:18])[OH:17])(=[O:13])=[O:12])[CH:7]=[CH:8][CH:9]=1.[OH:19][C:20]([C:23]([OH:26])([CH3:25])[CH3:24])([CH3:22])[CH3:21]. The catalyst class is: 78. (5) Reactant: C(OCC)C.O=[C:7]1[CH2:12][CH2:11][N:10]([C:13]([O:15][C:16]([CH3:19])([CH3:18])[CH3:17])=[O:14])[CH2:9][CH2:8]1.[C-:20]#[N:21].[Na+].C(=O)([O-])O.[Na+]. Product: [C:20]([C:7]1[CH2:12][CH2:11][N:10]([C:13]([O:15][C:16]([CH3:19])([CH3:18])[CH3:17])=[O:14])[CH2:9][CH:8]=1)#[N:21]. The catalyst class is: 6. (6) Reactant: [S:1]=[C:2]1[NH:7][C:6]2[NH:8][C:9](=[O:11])[CH2:10][C:5]=2[C:4](=[O:12])[N:3]1[C:13]1[CH:18]=[CH:17][C:16]([O:19][CH2:20][C:21]([F:24])([F:23])[F:22])=[CH:15][CH:14]=1.C(=O)([O-])O.[Na+].[CH2:30](Br)[C:31]1[CH:36]=[CH:35][CH:34]=[CH:33][CH:32]=1.C(#N)C. Product: [CH2:30]([S:1][C:2]1[N:3]([C:13]2[CH:14]=[CH:15][C:16]([O:19][CH2:20][C:21]([F:24])([F:23])[F:22])=[CH:17][CH:18]=2)[C:4](=[O:12])[C:5]2[CH2:10][C:9](=[O:11])[NH:8][C:6]=2[N:7]=1)[C:31]1[CH:36]=[CH:35][CH:34]=[CH:33][CH:32]=1. The catalyst class is: 13. (7) Reactant: [CH2:1]([S-:3])[CH3:2].[Na+].[N+]([C:8]1[CH:9]=[CH:10][C:11]([C:14]([O:16]C)=[O:15])=[N:12][CH:13]=1)([O-])=O.C(O)(=O)C. Product: [CH2:1]([S:3][C:8]1[CH:9]=[CH:10][C:11]([C:14]([OH:16])=[O:15])=[N:12][CH:13]=1)[CH3:2]. The catalyst class is: 3.